From a dataset of Reaction yield outcomes from USPTO patents with 853,638 reactions. Predict the reaction yield, written as a fraction of the theoretical maximum amount of product (1.0 means a 100% yield; for example, 0.34 means a 34% yield). (1) The reactants are [F:1][C:2]1[CH:3]=[C:4]2[C:22](=[CH:23][CH:24]=1)[O:21][CH2:20][CH2:19][NH:18][CH2:17][C:16]1=[C:25]3[N:26]=[C:10]([CH:11]=[CH:12][N:13]3[N:14]=[CH:15]1)[N:9]1[C@@H:5]2[CH2:6][CH2:7][CH2:8]1.[N:27]([CH2:30][CH3:31])=[C:28]=[O:29].CCN(C(C)C)C(C)C. The catalyst is C(Cl)Cl. The product is [CH2:30]([NH:27][C:28]([N:18]1[CH2:17][C:16]2=[C:25]3[N:26]=[C:10]([CH:11]=[CH:12][N:13]3[N:14]=[CH:15]2)[N:9]2[C@H:5]([CH2:6][CH2:7][CH2:8]2)[C:4]2[C:22](=[CH:23][CH:24]=[C:2]([F:1])[CH:3]=2)[O:21][CH2:20][CH2:19]1)=[O:29])[CH3:31]. The yield is 0.500. (2) The reactants are [N:1]1([C:7]([O:9][CH2:10]Cl)=[O:8])[CH2:6][CH2:5][O:4][CH2:3][CH2:2]1.[Br-:12].[Na+]. The catalyst is CC(C)=O. The product is [N:1]1([C:7]([O:9][CH2:10][Br:12])=[O:8])[CH2:6][CH2:5][O:4][CH2:3][CH2:2]1. The yield is 0.800. (3) The reactants are [Cl:1][C:2]1[CH:3]=[C:4]([CH:21]=[CH:22][CH:23]=1)[O:5][C:6]1[CH:11]=[C:10]([O:12]C)[CH:9]=[CH:8][C:7]=1/[CH:14]=[CH:15]/[C:16]([O:18][CH2:19][CH3:20])=[O:17].B(Br)(Br)Br. The catalyst is C(Cl)Cl. The product is [Cl:1][C:2]1[CH:3]=[C:4]([CH:21]=[CH:22][CH:23]=1)[O:5][C:6]1[CH:11]=[C:10]([OH:12])[CH:9]=[CH:8][C:7]=1/[CH:14]=[CH:15]/[C:16]([O:18][CH2:19][CH3:20])=[O:17]. The yield is 0.560. (4) The reactants are C(Cl)(=O)C(Cl)=O.CS(C)=O.[CH:11]1([C@:17]([C:21]2[CH:26]=[CH:25][CH:24]=[CH:23][CH:22]=2)([OH:20])[CH2:18]O)[CH2:16][CH2:15][CH2:14][CH2:13][CH2:12]1.C(N(CC)CC)C.Cl.[NH2:35][OH:36].C(=O)([O-])[O-].[Na+].[Na+]. The catalyst is C(Cl)Cl.O. The product is [CH:11]1([C@@:17]([OH:20])([C:21]2[CH:26]=[CH:25][CH:24]=[CH:23][CH:22]=2)[CH:18]=[N:35][OH:36])[CH2:16][CH2:15][CH2:14][CH2:13][CH2:12]1. The yield is 0.830. (5) The reactants are Br[C:2]1[C:7](=[O:8])[N:6]([CH2:9][C:10]2[CH:15]=[CH:14][C:13]([C:16]3[C:17]([C:22]#[N:23])=[CH:18][CH:19]=[CH:20][CH:21]=3)=[CH:12][CH:11]=2)[C:5]([CH2:24][CH2:25][CH2:26][CH3:27])=[N:4][C:3]=1[CH2:28][CH3:29].[CH3:30][CH:31]1[CH2:35][C:34]2[CH:36]=[C:37](B(O)O)[CH:38]=[CH:39][C:33]=2[O:32]1.C(=O)([O-])[O-].[Cs+].[Cs+]. The catalyst is O1CCOCC1.C(OCC)(=O)C.C1C=CC(P(C2C=CC=CC=2)[C-]2C=CC=C2)=CC=1.C1C=CC(P(C2C=CC=CC=2)[C-]2C=CC=C2)=CC=1.Cl[Pd]Cl.[Fe+2]. The product is [CH2:24]([C:5]1[N:6]([CH2:9][C:10]2[CH:15]=[CH:14][C:13]([C:16]3[C:17]([C:22]#[N:23])=[CH:18][CH:19]=[CH:20][CH:21]=3)=[CH:12][CH:11]=2)[C:7](=[O:8])[C:2]([C:37]2[CH:38]=[CH:39][C:33]3[O:32][CH:31]([CH3:30])[CH2:35][C:34]=3[CH:36]=2)=[C:3]([CH2:28][CH3:29])[N:4]=1)[CH2:25][CH2:26][CH3:27]. The yield is 0.820. (6) The reactants are OO.O[Li].O.[Cl:6][C:7]1[CH:12]=[CH:11][C:10]([CH:13]([CH:19]=[O:20])[CH2:14][NH:15][C:16](=[O:18])[O-:17])=[CH:9][CH:8]=1.CO[C:23]1C=C(OC)C=[CH:27][C:24]=1[CH:25]=O.[O-:33]S([O-])=O.[Na+].[Na+]. The catalyst is C1COCC1.O. The product is [C:24]([O:18][C:16]([NH:15][CH2:14][C@H:13]([C:10]1[CH:11]=[CH:12][C:7]([Cl:6])=[CH:8][CH:9]=1)[C:19]([OH:33])=[O:20])=[O:17])([CH3:27])([CH3:25])[CH3:23]. The yield is 0.942. (7) The product is [NH2:7][C:8]1([C:11]2[CH:12]=[CH:13][C:14]([C:17]3[C:18]([C:29]4[CH:34]=[CH:33][CH:32]=[CH:31][CH:30]=4)=[CH:19][C:20]4[N:25]([CH3:26])[C:24](=[O:27])[CH2:23][O:22][C:21]=4[N:28]=3)=[CH:15][CH:16]=2)[CH2:9][CH2:10]1. The yield is 0.520. The reactants are C(OC(=O)[NH:7][C:8]1([C:11]2[CH:16]=[CH:15][C:14]([C:17]3[C:18]([C:29]4[CH:34]=[CH:33][CH:32]=[CH:31][CH:30]=4)=[CH:19][C:20]4[N:25]([CH3:26])[C:24](=[O:27])[CH2:23][O:22][C:21]=4[N:28]=3)=[CH:13][CH:12]=2)[CH2:10][CH2:9]1)(C)(C)C.Cl.C(OCC)C. The catalyst is O1CCOCC1.